Dataset: Forward reaction prediction with 1.9M reactions from USPTO patents (1976-2016). Task: Predict the product of the given reaction. (1) The product is: [CH3:1][C:2]1[S:3][C:4]([NH:14][C:34]([C:33]2[CH:32]=[N:31][N:28]3[CH:29]=[CH:30][C:25]([Cl:24])=[N:26][C:27]=23)=[O:35])=[C:5]([C:7]2[CH:12]=[CH:11][CH:10]=[CH:9][C:8]=2[CH3:13])[N:6]=1. Given the reactants [CH3:1][C:2]1[S:3][C:4]([NH2:14])=[C:5]([C:7]2[CH:12]=[CH:11][CH:10]=[CH:9][C:8]=2[CH3:13])[N:6]=1.C(N(C(C)C)CC)(C)C.[Cl:24][C:25]1[CH:30]=[CH:29][N:28]2[N:31]=[CH:32][C:33]([C:34](Cl)=[O:35])=[C:27]2[N:26]=1, predict the reaction product. (2) The product is: [CH2:1]([N:8]1[CH2:13][CH2:12][N:11]([CH2:14][C:15]2[CH:20]=[CH:19][CH:18]=[CH:17][CH:16]=2)[CH2:10][CH:9]1[CH2:21][NH:22][C:28](=[O:29])[C:27]1[CH:31]=[CH:32][C:24]([OH:23])=[CH:25][CH:26]=1)[C:2]1[CH:3]=[CH:4][CH:5]=[CH:6][CH:7]=1. Given the reactants [CH2:1]([N:8]1[CH2:13][CH2:12][N:11]([CH2:14][C:15]2[CH:20]=[CH:19][CH:18]=[CH:17][CH:16]=2)[CH2:10][CH:9]1[CH2:21][NH2:22])[C:2]1[CH:7]=[CH:6][CH:5]=[CH:4][CH:3]=1.[OH:23][C:24]1[CH:32]=[CH:31][C:27]([C:28](O)=[O:29])=[CH:26][CH:25]=1, predict the reaction product. (3) Given the reactants [F:1][C:2]1[CH:3]=[CH:4][C:5]([OH:11])=[C:6]([B:8]([OH:10])[OH:9])[CH:7]=1.O[C:13]([C:16](O)([CH3:18])[CH3:17])([CH3:15])[CH3:14], predict the reaction product. The product is: [F:1][C:2]1[CH:3]=[CH:4][C:5]([OH:11])=[C:6]([B:8]2[O:9][C:16]([CH3:18])([CH3:17])[C:13]([CH3:15])([CH3:14])[O:10]2)[CH:7]=1. (4) Given the reactants [CH2:1]([O:5][CH2:6][CH2:7][O:8][C:9]1[CH:14]=[CH:13][C:12]([C:15]2[CH:16]=[C:17](/[CH:27]=[C:28](\[CH3:48])/[C:29]([NH:31][C:32]3[CH:37]=[CH:36][C:35]([S:38][CH2:39][C:40]4[N:44]([CH2:45][CH2:46][CH3:47])[CH:43]=[N:42][N:41]=4)=[CH:34][CH:33]=3)=[O:30])[C:18]([N:21]3[CH2:25][CH2:24][CH:23]([CH3:26])[CH2:22]3)=[N:19][CH:20]=2)=[CH:11][CH:10]=1)[CH2:2][CH2:3][CH3:4].ClC1C=CC=C(C(OO)=[O:57])C=1, predict the reaction product. The product is: [CH2:1]([O:5][CH2:6][CH2:7][O:8][C:9]1[CH:10]=[CH:11][C:12]([C:15]2[CH:16]=[C:17](/[CH:27]=[C:28](\[CH3:48])/[C:29]([NH:31][C:32]3[CH:37]=[CH:36][C:35]([S:38]([CH2:39][C:40]4[N:44]([CH2:45][CH2:46][CH3:47])[CH:43]=[N:42][N:41]=4)=[O:57])=[CH:34][CH:33]=3)=[O:30])[C:18]([N:21]3[CH2:25][CH2:24][CH:23]([CH3:26])[CH2:22]3)=[N:19][CH:20]=2)=[CH:13][CH:14]=1)[CH2:2][CH2:3][CH3:4]. (5) Given the reactants [CH2:1]([C:3]1[CH:8]=[C:7]([O:9][C:10]2[CH:15]=[CH:14][CH:13]=[CH:12][CH:11]=2)[CH:6]=[C:5]([CH2:16][CH3:17])[C:4]=1[CH:18]([C:20]1[NH:21][CH:22]=[CH:23][N:24]=1)O)[CH3:2].C([SiH](CC)CC)C.FC(F)(F)C(O)=O, predict the reaction product. The product is: [CH2:1]([C:3]1[CH:8]=[C:7]([O:9][C:10]2[CH:15]=[CH:14][CH:13]=[CH:12][CH:11]=2)[CH:6]=[C:5]([CH2:16][CH3:17])[C:4]=1[CH2:18][C:20]1[NH:24][CH:23]=[CH:22][N:21]=1)[CH3:2].